Dataset: Catalyst prediction with 721,799 reactions and 888 catalyst types from USPTO. Task: Predict which catalyst facilitates the given reaction. (1) Reactant: C([O:5][C:6](=[O:96])[CH2:7][O:8][CH2:9][CH2:10][O:11][CH2:12][CH2:13][O:14][CH2:15][CH2:16][O:17][CH2:18][CH2:19][O:20][CH2:21][CH2:22][O:23][C:24]1[CH:29]=[C:28]([O:30][CH2:31][CH2:32][O:33][CH2:34][CH2:35][O:36][CH2:37][CH2:38][O:39][CH2:40][CH2:41][O:42][CH2:43][CH2:44][NH:45][C:46]([O:48][CH2:49][CH:50]2[C:62]3[CH:61]=[CH:60][CH:59]=[CH:58][C:57]=3[C:56]3[C:51]2=[CH:52][CH:53]=[CH:54][CH:55]=3)=[O:47])[CH:27]=[C:26]([O:63][CH2:64][CH2:65][O:66][CH2:67][CH2:68][O:69][CH2:70][CH2:71][O:72][CH2:73][CH2:74][O:75][CH2:76][CH2:77][NH:78][C:79]([O:81][CH2:82][CH:83]2[C:95]3[CH:94]=[CH:93][CH:92]=[CH:91][C:90]=3[C:89]3[C:84]2=[CH:85][CH:86]=[CH:87][CH:88]=3)=[O:80])[CH:25]=1)(C)(C)C. Product: [CH:94]1[C:95]2[CH:83]([CH2:82][O:81][C:79]([NH:78][CH2:77][CH2:76][O:75][CH2:74][CH2:73][O:72][CH2:71][CH2:70][O:69][CH2:68][CH2:67][O:66][CH2:65][CH2:64][O:63][C:26]3[CH:25]=[C:24]([CH:29]=[C:28]([O:30][CH2:31][CH2:32][O:33][CH2:34][CH2:35][O:36][CH2:37][CH2:38][O:39][CH2:40][CH2:41][O:42][CH2:43][CH2:44][NH:45][C:46]([O:48][CH2:49][CH:50]4[C:51]5[CH:52]=[CH:53][CH:54]=[CH:55][C:56]=5[C:57]5[C:62]4=[CH:61][CH:60]=[CH:59][CH:58]=5)=[O:47])[CH:27]=3)[O:23][CH2:22][CH2:21][O:20][CH2:19][CH2:18][O:17][CH2:16][CH2:15][O:14][CH2:13][CH2:12][O:11][CH2:10][CH2:9][O:8][CH2:7][C:6]([OH:96])=[O:5])=[O:80])[C:84]3[C:89](=[CH:88][CH:87]=[CH:86][CH:85]=3)[C:90]=2[CH:91]=[CH:92][CH:93]=1. The catalyst class is: 11. (2) Reactant: Cl.[CH2:2]([NH:9][CH2:10][C:11]1[CH:16]=[CH:15][CH:14]=[CH:13][CH:12]=1)[C:3]1[CH:8]=[CH:7][CH:6]=[CH:5][CH:4]=1.[C:17]1(=O)[CH2:21][CH2:20][CH2:19][CH2:18]1.[C-:23]#[N:24].[K+]. Product: [C:11]1([CH2:10][N:9]([CH2:2][C:3]2[CH:8]=[CH:7][CH:6]=[CH:5][CH:4]=2)[C:17]2([C:23]#[N:24])[CH2:21][CH2:20][CH2:19][CH2:18]2)[CH:16]=[CH:15][CH:14]=[CH:13][CH:12]=1. The catalyst class is: 40. (3) Reactant: [F:1][C:2]([F:29])([F:28])[C:3]1[CH:8]=[CH:7][C:6]([C:9]2[CH:14]=[CH:13][CH:12]=[CH:11][C:10]=2[C:15]([NH:17][C:18]2[CH:23]=[CH:22][C:21]([CH2:24][C:25](O)=[O:26])=[CH:20][CH:19]=2)=[O:16])=[CH:5][CH:4]=1.C1C=CC2N(O)N=NC=2C=1.CCN=C=NCCCN(C)C.Cl.[NH2:52][C:53]1[CH:58]=[CH:57][CH:56]=[CH:55][N:54]=1. Product: [O:26]=[C:25]([NH:52][C:53]1[CH:58]=[CH:57][CH:56]=[CH:55][N:54]=1)[CH2:24][C:21]1[CH:22]=[CH:23][C:18]([NH:17][C:15]([C:10]2[C:9]([C:6]3[CH:5]=[CH:4][C:3]([C:2]([F:29])([F:1])[F:28])=[CH:8][CH:7]=3)=[CH:14][CH:13]=[CH:12][CH:11]=2)=[O:16])=[CH:19][CH:20]=1. The catalyst class is: 255. (4) Reactant: O=[C:2]1[CH2:7][CH2:6][N:5]([C:8]([O:10][C:11]([CH3:14])([CH3:13])[CH3:12])=[O:9])[CH2:4][CH2:3]1.[NH2:15][C:16]1[CH:21]=[CH:20][CH:19]=[CH:18][CH:17]=1.CC(O)=O. Product: [C:16]1([NH:15][CH:2]2[CH2:7][CH2:6][N:5]([C:8]([O:10][C:11]([CH3:14])([CH3:13])[CH3:12])=[O:9])[CH2:4][CH2:3]2)[CH:21]=[CH:20][CH:19]=[CH:18][CH:17]=1. The catalyst class is: 4. (5) Reactant: FC(F)(F)C(O)=O.C(OC([CH2:15][NH:16][CH:17]([CH:23]([C:29]1[CH:34]=[CH:33][CH:32]=[CH:31][C:30]=1[N+:35]([O-:37])=[O:36])[O:24][Si](C)(C)C)[C:18]([O:20][CH2:21][CH3:22])=[O:19])=O)(C)(C)C.C([O-])(O)=O.[Na+]. Product: [OH:24][CH:23]([C:29]1[CH:34]=[CH:33][CH:32]=[CH:31][C:30]=1[N+:35]([O-:37])=[O:36])[CH:17]([NH:16][CH3:15])[C:18]([O:20][CH2:21][CH3:22])=[O:19]. The catalyst class is: 2. (6) Reactant: [Br:1][CH2:2][CH2:3][CH2:4][CH2:5][CH2:6][CH2:7][C:8]([OH:10])=O.C(Cl)(=O)C([Cl:14])=O.CN(C=O)C. Product: [Br:1][CH2:2][CH2:3][CH2:4][CH2:5][CH2:6][CH2:7][C:8]([Cl:14])=[O:10]. The catalyst class is: 2. (7) Reactant: [CH2:1]([O:8][C:9]([N:11]1[CH2:16][CH2:15][N:14]([CH2:17][CH2:18]O)[C:13](=[O:20])[CH2:12]1)=[O:10])[C:2]1[CH:7]=[CH:6][CH:5]=[CH:4][CH:3]=1.C1(P(C2C=CC=CC=2)C2C=CC=CC=2)C=CC=CC=1.N1C=CN=C1.[I:45]I. Product: [CH2:1]([O:8][C:9]([N:11]1[CH2:16][CH2:15][N:14]([CH2:17][CH2:18][I:45])[C:13](=[O:20])[CH2:12]1)=[O:10])[C:2]1[CH:7]=[CH:6][CH:5]=[CH:4][CH:3]=1. The catalyst class is: 2.